Dataset: Reaction yield outcomes from USPTO patents with 853,638 reactions. Task: Predict the reaction yield, written as a fraction of the theoretical maximum amount of product (1.0 means a 100% yield; for example, 0.34 means a 34% yield). The reactants are [CH3:1][CH2:2][C:3]1[CH:4]=[CH:5][C:6]([C:9]([CH:11]([CH2:13][N:14]2[CH2:19][CH2:18][CH2:17][CH2:16][CH2:15]2)[CH3:12])=[O:10])=[CH:7][CH:8]=1.[C:20]([OH:27])(=[O:26])/[CH:21]=[CH:22]/[C:23]([OH:25])=[O:24]. The catalyst is C(OCC)C.O1CCCC1. The product is [CH3:1][CH2:2][C:3]1[CH:8]=[CH:7][C:6]([C:9]([CH:11]([CH2:13][N:14]2[CH2:19][CH2:18][CH2:17][CH2:16][CH2:15]2)[CH3:12])=[O:10])=[CH:5][CH:4]=1.[C:20]([O-:27])(=[O:26])/[CH:21]=[CH:22]/[C:23]([O-:25])=[O:24]. The yield is 0.630.